This data is from Forward reaction prediction with 1.9M reactions from USPTO patents (1976-2016). The task is: Predict the product of the given reaction. (1) The product is: [F:33][C:2]([F:1])([F:32])[C:3]1[N:8]=[CH:7][C:6]([NH:9][C:10]2[N:15]=[N:14][C:13]([C:16]3[CH:21]=[CH:20][C:19]([CH:22]4[CH2:23][CH2:24][CH:25]([CH2:28][C:29]#[N:31])[CH2:26][CH2:27]4)=[CH:18][CH:17]=3)=[CH:12][CH:11]=2)=[CH:5][CH:4]=1. Given the reactants [F:1][C:2]([F:33])([F:32])[C:3]1[N:8]=[CH:7][C:6]([NH:9][C:10]2[N:15]=[N:14][C:13]([C:16]3[CH:21]=[CH:20][C:19]([CH:22]4[CH2:27][CH2:26][CH:25]([CH2:28][C:29]([NH2:31])=O)[CH2:24][CH2:23]4)=[CH:18][CH:17]=3)=[CH:12][CH:11]=2)=[CH:5][CH:4]=1.FC(F)(F)C(OC(=O)C(F)(F)F)=O.C(N(CC)CC)C, predict the reaction product. (2) Given the reactants F[C:2]1[CH:7]=[C:6]([I:8])[CH:5]=[CH:4][N:3]=1.[NH2:9][C:10]1[CH:15]=[CH:14][C:13]([S:16]([NH2:19])(=[O:18])=[O:17])=[CH:12][CH:11]=1, predict the reaction product. The product is: [I:8][C:6]1[CH:5]=[CH:4][N:3]=[C:2]([NH:9][C:10]2[CH:15]=[CH:14][C:13]([S:16]([NH2:19])(=[O:17])=[O:18])=[CH:12][CH:11]=2)[CH:7]=1. (3) Given the reactants C=O.[Cl:3][C:4]1[CH:5]=[CH:6][C:7]([O:35][CH:36]([F:38])[F:37])=[C:8]([C:10]2[C:14]([NH:15][C:16]([C:18]3[CH:19]=[N:20][N:21]4[CH:26]=[CH:25][CH:24]=[N:23][C:22]=34)=[O:17])=[CH:13][N:12]([CH2:27][CH:28]=[C:29]3[CH2:34][CH2:33][NH:32][CH2:31][CH2:30]3)[N:11]=2)[CH:9]=1.[BH3-][C:40]#N.[Na+].C(#N)C, predict the reaction product. The product is: [Cl:3][C:4]1[CH:5]=[CH:6][C:7]([O:35][CH:36]([F:37])[F:38])=[C:8]([C:10]2[C:14]([NH:15][C:16]([C:18]3[CH:19]=[N:20][N:21]4[CH:26]=[CH:25][CH:24]=[N:23][C:22]=34)=[O:17])=[CH:13][N:12]([CH2:27][CH:28]=[C:29]3[CH2:34][CH2:33][N:32]([CH3:40])[CH2:31][CH2:30]3)[N:11]=2)[CH:9]=1. (4) Given the reactants [CH3:1][O:2][C:3]1[CH:4]=[C:5]([CH:8]=[CH:9][C:10]=1[O:11][CH3:12])[CH:6]=O.[NH2:13][C:14]1[CH:15]=[C:16]([CH:26]=[CH:27][C:28]=1[O:29][CH3:30])[C:17]([NH:19][C:20]1[CH:25]=[CH:24][CH:23]=[CH:22][CH:21]=1)=[O:18].C(O)(=O)C.C(O[BH-](OC(=O)C)OC(=O)C)(=O)C.[Na+], predict the reaction product. The product is: [CH3:1][O:2][C:3]1[CH:4]=[C:5]([CH:8]=[CH:9][C:10]=1[O:11][CH3:12])[CH2:6][NH:13][C:14]1[CH:15]=[C:16]([CH:26]=[CH:27][C:28]=1[O:29][CH3:30])[C:17]([NH:19][C:20]1[CH:25]=[CH:24][CH:23]=[CH:22][CH:21]=1)=[O:18]. (5) Given the reactants CCN(C(C)C)C(C)C.[OH:10][C:11]1[CH:12]=[CH:13][CH:14]=[C:15]2[C:20]=1[O:19][C:18](=[O:21])[C:17]([C:22]([OH:24])=O)=[CH:16]2.CN(C(ON1N=NC2C=CC=NC1=2)=[N+](C)C)C.F[P-](F)(F)(F)(F)F.[N:49]1[CH:54]=[CH:53][CH:52]=[C:51]([C:55]2[CH:56]=[C:57]([CH:59]=[CH:60][CH:61]=2)[NH2:58])[CH:50]=1, predict the reaction product. The product is: [N:49]1[CH:54]=[CH:53][CH:52]=[C:51]([C:55]2[CH:56]=[C:57]([NH:58][C:22]([C:17]3[C:18](=[O:21])[O:19][C:20]4[C:15]([CH:16]=3)=[CH:14][CH:13]=[CH:12][C:11]=4[OH:10])=[O:24])[CH:59]=[CH:60][CH:61]=2)[CH:50]=1.